From a dataset of Reaction yield outcomes from USPTO patents with 853,638 reactions. Predict the reaction yield, written as a fraction of the theoretical maximum amount of product (1.0 means a 100% yield; for example, 0.34 means a 34% yield). The reactants are [CH:1]1([C:4]([NH:6][C:7]2[CH:8]=[CH:9][CH:10]=[C:11]3[C:15]=2[C:14](=[O:16])[N:13]([CH:17]([C:22]2[CH:27]=[CH:26][C:25]([O:28][CH:29]([F:31])[F:30])=[C:24]([O:32][CH2:33][CH3:34])[CH:23]=2)[CH2:18][C:19]([OH:21])=O)[CH2:12]3)=[O:5])[CH2:3][CH2:2]1.C1N=[CH:38][N:37](C(N2C=NC=C2)=O)[CH:36]=1.CNC. The catalyst is C1COCC1. The product is [F:30][CH:29]([F:31])[O:28][C:25]1[CH:26]=[CH:27][C:22]([CH:17]([N:13]2[C:14](=[O:16])[C:15]3[C:11](=[CH:10][CH:9]=[CH:8][C:7]=3[NH:6][C:4]([CH:1]3[CH2:2][CH2:3]3)=[O:5])[CH2:12]2)[CH2:18][C:19](=[O:21])[N:37]([CH3:38])[CH3:36])=[CH:23][C:24]=1[O:32][CH2:33][CH3:34]. The yield is 0.500.